From a dataset of Catalyst prediction with 721,799 reactions and 888 catalyst types from USPTO. Predict which catalyst facilitates the given reaction. (1) Reactant: [Cl:1][C:2]1[N:10]=[C:9]2[C:5]([NH:6][CH:7]=[N:8]2)=[C:4](Cl)[N:3]=1.[NH2:12][C:13]1[CH:25]=[CH:24][C:16]([C:17]([O:19][CH2:20][CH2:21][CH2:22][CH3:23])=[O:18])=[CH:15][CH:14]=1. Product: [Cl:1][C:2]1[N:10]=[C:9]2[C:5]([N:6]=[CH:7][NH:8]2)=[C:4]([NH:12][C:13]2[CH:14]=[CH:15][C:16]([C:17]([O:19][CH2:20][CH2:21][CH2:22][CH3:23])=[O:18])=[CH:24][CH:25]=2)[N:3]=1. The catalyst class is: 51. (2) Reactant: C1([C:4]2([N:7]([CH2:40][C:41]3[CH:46]=[C:45]([CH2:47][CH2:48][CH2:49][O:50][CH3:51])[CH:44]=[C:43]([OH:52])[CH:42]=3)[C:8](=[O:39])[CH:9]([CH2:19][C:20]3[CH:25]=[CH:24][C:23]([O:26][CH2:27][CH2:28][O:29][C:30]4[C:35]([Cl:36])=[CH:34][C:33]([CH3:37])=[CH:32][C:31]=4[Cl:38])=[CH:22][CH:21]=3)[CH2:10][NH:11][C:12](=[O:18])[O:13][C:14]([CH3:17])([CH3:16])[CH3:15])[CH2:6][CH2:5]2)CC1.CS(O[CH2:58][CH2:59][CH2:60][S:61][CH3:62])(=O)=O.C(=O)([O-])[O-].[Cs+].[Cs+].CCOC(C)=O. Product: [CH:4]1([N:7]([CH2:40][C:41]2[CH:42]=[C:43]([O:52][CH2:58][CH2:59][CH2:60][S:61][CH3:62])[CH:44]=[C:45]([CH2:47][CH2:48][CH2:49][O:50][CH3:51])[CH:46]=2)[C:8](=[O:39])[CH:9]([CH2:19][C:20]2[CH:25]=[CH:24][C:23]([O:26][CH2:27][CH2:28][O:29][C:30]3[C:31]([Cl:38])=[CH:32][C:33]([CH3:37])=[CH:34][C:35]=3[Cl:36])=[CH:22][CH:21]=2)[CH2:10][NH:11][C:12](=[O:18])[O:13][C:14]([CH3:16])([CH3:17])[CH3:15])[CH2:6][CH2:5]1. The catalyst class is: 3. (3) The catalyst class is: 72. Reactant: C[O:2][C:3](=[O:26])[CH2:4][CH2:5][CH2:6][CH:7]1[CH2:12][CH2:11][CH2:10][CH2:9][N:8]1[S:13]([C:16]1[CH:21]=[CH:20][CH:19]=[CH:18][C:17]=1[C:22]([F:25])([F:24])[F:23])(=[O:15])=[O:14].[OH-].[Li+]. Product: [F:24][C:22]([F:23])([F:25])[C:17]1[CH:18]=[CH:19][CH:20]=[CH:21][C:16]=1[S:13]([N:8]1[CH2:9][CH2:10][CH2:11][CH2:12][CH:7]1[CH2:6][CH2:5][CH2:4][C:3]([OH:26])=[O:2])(=[O:15])=[O:14]. (4) Reactant: [CH2:1]([NH:5][CH2:6][C:7]1[S:8][C:9]([C:12]2[CH:17]=[CH:16][CH:15]=[C:14]([S:18]([CH3:21])(=[O:20])=[O:19])[CH:13]=2)=[CH:10][CH:11]=1)[CH:2]([CH3:4])[CH3:3].[CH3:22][S:23](Cl)(=[O:25])=[O:24].C(N(CC)C(C)C)(C)C. Product: [CH2:1]([N:5]([CH2:6][C:7]1[S:8][C:9]([C:12]2[CH:17]=[CH:16][CH:15]=[C:14]([S:18]([CH3:21])(=[O:20])=[O:19])[CH:13]=2)=[CH:10][CH:11]=1)[S:23]([CH3:22])(=[O:25])=[O:24])[CH:2]([CH3:4])[CH3:3]. The catalyst class is: 4. (5) Reactant: [O:1]1[C:5]2([CH2:10][CH2:9][C:8](=O)[CH2:7][CH2:6]2)[O:4][CH2:3][CH2:2]1.[CH2:12]([NH:19][CH2:20][C:21]1[CH:26]=[CH:25][CH:24]=[CH:23][CH:22]=1)[C:13]1[CH:18]=[CH:17][CH:16]=[CH:15][CH:14]=1.C(O[BH-](OC(=O)C)OC(=O)C)(=O)C.[Na+].C(=O)(O)[O-]. Product: [CH2:20]([N:19]([CH2:12][C:13]1[CH:18]=[CH:17][CH:16]=[CH:15][CH:14]=1)[CH:8]1[CH2:9][CH2:10][C:5]2([O:4][CH2:3][CH2:2][O:1]2)[CH2:6][CH2:7]1)[C:21]1[CH:26]=[CH:25][CH:24]=[CH:23][CH:22]=1.[CH2:20]([N:19]([CH2:12][C:13]1[CH:18]=[CH:17][CH:16]=[CH:15][CH:14]=1)[CH:8]1[CH2:9][CH2:10][C:5]2([O:4][CH2:3][CH2:2][O:1]2)[CH2:6][CH2:7]1)[C:21]1[CH:26]=[CH:25][CH:24]=[CH:23][CH:22]=1. The catalyst class is: 417.